Dataset: Aqueous solubility values for 9,982 compounds from the AqSolDB database. Task: Regression/Classification. Given a drug SMILES string, predict its absorption, distribution, metabolism, or excretion properties. Task type varies by dataset: regression for continuous measurements (e.g., permeability, clearance, half-life) or binary classification for categorical outcomes (e.g., BBB penetration, CYP inhibition). For this dataset (solubility_aqsoldb), we predict Y. (1) The drug is CCC(=O)OCc1ccc(Cl)cc1Cl. The Y is -3.07 log mol/L. (2) The compound is Nc1nc(=O)nc(N)[nH]1. The Y is -3.23 log mol/L. (3) The drug is Cc1nn(-c2cccc(S(=O)(=O)[O-])c2)c([O-])c1N=Nc1cc(Cl)cc(S(=O)(=O)[O-])c1[O-].[Cr+3].[Na+]. The Y is -1.13 log mol/L. (4) The compound is CC(C)(OC1CCCCC1)C(=O)O. The Y is -1.08 log mol/L. (5) The drug is CCC(CC)(CC(=O)O)C(=O)O. The Y is -0.796 log mol/L. (6) The molecule is CCCCCN(CCCCC)CCCCC. The Y is -4.03 log mol/L. (7) The compound is Nc1nc(=O)c2nccnc2[nH]1. The Y is -3.97 log mol/L.